This data is from NCI-60 drug combinations with 297,098 pairs across 59 cell lines. The task is: Regression. Given two drug SMILES strings and cell line genomic features, predict the synergy score measuring deviation from expected non-interaction effect. Drug 1: C1CN1C2=NC(=NC(=N2)N3CC3)N4CC4. Drug 2: C1=C(C(=O)NC(=O)N1)N(CCCl)CCCl. Cell line: NCI-H322M. Synergy scores: CSS=-4.18, Synergy_ZIP=3.74, Synergy_Bliss=1.65, Synergy_Loewe=-1.61, Synergy_HSA=-3.36.